From a dataset of Full USPTO retrosynthesis dataset with 1.9M reactions from patents (1976-2016). Predict the reactants needed to synthesize the given product. (1) The reactants are: O[CH:2]=[C:3]1[C:11]2[C:6](=[CH:7][C:8]([C:12]([C:14]3[CH:19]=[CH:18][C:17]([NH:20][C:21](=[O:23])[CH3:22])=[CH:16][CH:15]=3)=[O:13])=[CH:9][CH:10]=2)[NH:5][C:4]1=[O:24].[NH2:25][C:26]1[CH:31]=[CH:30][C:29]([N:32]2[CH2:37][CH2:36][O:35][CH2:34][CH2:33]2)=[CH:28][CH:27]=1. Given the product [N:32]1([C:29]2[CH:28]=[CH:27][C:26]([NH:25][CH:2]=[C:3]3[C:11]4[C:6](=[CH:7][C:8]([C:12]([C:14]5[CH:19]=[CH:18][C:17]([NH:20][C:21](=[O:23])[CH3:22])=[CH:16][CH:15]=5)=[O:13])=[CH:9][CH:10]=4)[NH:5][C:4]3=[O:24])=[CH:31][CH:30]=2)[CH2:37][CH2:36][O:35][CH2:34][CH2:33]1, predict the reactants needed to synthesize it. (2) The reactants are: [I:1][C:2]1[CH:3]=[C:4]2[C:8](=[CH:9][CH:10]=1)[NH:7][C:6](=[O:11])[C:5]2=O.[Cl:13][C:14]1[CH:33]=[CH:32][C:17]([C:18]([NH:20][CH2:21][C:22]2[CH:27]=[CH:26][C:25]([C:28]([NH:30][NH2:31])=[O:29])=[CH:24][CH:23]=2)=[O:19])=[CH:16][CH:15]=1. Given the product [Cl:13][C:14]1[CH:15]=[CH:16][C:17]([C:18]([NH:20][CH2:21][C:22]2[CH:27]=[CH:26][C:25]([C:28]([NH:30][N:31]=[C:5]3[C:4]4[C:8](=[CH:9][CH:10]=[C:2]([I:1])[CH:3]=4)[NH:7][C:6]3=[O:11])=[O:29])=[CH:24][CH:23]=2)=[O:19])=[CH:32][CH:33]=1, predict the reactants needed to synthesize it.